From a dataset of Forward reaction prediction with 1.9M reactions from USPTO patents (1976-2016). Predict the product of the given reaction. (1) Given the reactants [CH2:1]1[C:9]2[C:8]3[CH:10]=[CH:11][CH:12]=[CH:13][C:7]=3[O:6][C:5]=2[CH2:4][CH2:3][CH:2]1[NH2:14].[C:15]([CH2:19][C:20](Cl)=[O:21])([CH3:18])([CH3:17])[CH3:16].C(N(CC)CC)C, predict the reaction product. The product is: [CH3:16][C:15]([CH3:18])([CH3:17])[CH2:19][C:20]([NH:14][C:2]1[CH:3]=[CH:4][C:5]2[O:6][C:7]3[CH2:13][CH2:12][CH2:11][CH2:10][C:8]=3[C:9]=2[CH:1]=1)=[O:21]. (2) Given the reactants C(OC([N:8]1[CH2:12][CH2:11][CH2:10][CH:9]1[C:13](=[O:35])[NH:14][C:15]1[CH:20]=[CH:19][C:18]([C:21]2[CH:26]=[CH:25][CH:24]=[CH:23][C:22]=2[S:27]([CH3:30])(=[O:29])=[O:28])=[CH:17][C:16]=1[C:31]([F:34])([F:33])[F:32])=O)(C)(C)C.FC(F)(F)C(O)=O, predict the reaction product. The product is: [CH3:30][S:27]([C:22]1[CH:23]=[CH:24][CH:25]=[CH:26][C:21]=1[C:18]1[CH:19]=[CH:20][C:15]([NH:14][C:13]([CH:9]2[CH2:10][CH2:11][CH2:12][NH:8]2)=[O:35])=[C:16]([C:31]([F:34])([F:32])[F:33])[CH:17]=1)(=[O:29])=[O:28].